From a dataset of TCR-epitope binding with 47,182 pairs between 192 epitopes and 23,139 TCRs. Binary Classification. Given a T-cell receptor sequence (or CDR3 region) and an epitope sequence, predict whether binding occurs between them. (1) The epitope is RAKFKQLL. The TCR CDR3 sequence is CASSPGQGVTPLHF. Result: 1 (the TCR binds to the epitope). (2) The epitope is TLIGDCATV. The TCR CDR3 sequence is CASTLRGDEQYF. Result: 1 (the TCR binds to the epitope). (3) The epitope is LPPAYTNSF. The TCR CDR3 sequence is CASSLVTGVNTEAFF. Result: 0 (the TCR does not bind to the epitope). (4) The epitope is YFPLQSYGF. The TCR CDR3 sequence is CASSPLLSGATDTQYF. Result: 1 (the TCR binds to the epitope).